From a dataset of Full USPTO retrosynthesis dataset with 1.9M reactions from patents (1976-2016). Predict the reactants needed to synthesize the given product. (1) Given the product [CH3:1][C:2]1[C:7]([CH3:8])=[CH:6][N:5]=[C:4]([NH2:9])[CH:3]=1, predict the reactants needed to synthesize it. The reactants are: [CH3:1][C:2]1[C:7]([CH3:8])=[CH:6][N:5]=[C:4]([N:9]2C(=O)C3C=CC=CC=3OC2(C)C)[CH:3]=1.C([O-])([O-])=O.[Na+].[Na+]. (2) Given the product [CH2:21]([O:20][C:18]([N:2]([CH3:1])[C:3]1[CH:4]=[CH:5][C:6]([C:7]([OH:9])=[O:8])=[CH:10][CH:11]=1)=[O:19])[C:22]1[CH:27]=[CH:26][CH:25]=[CH:24][CH:23]=1, predict the reactants needed to synthesize it. The reactants are: [CH3:1][NH:2][C:3]1[CH:11]=[CH:10][C:6]([C:7]([OH:9])=[O:8])=[CH:5][CH:4]=1.C(=O)(O)[O-].[Na+].Cl[C:18]([O:20][CH2:21][C:22]1[CH:27]=[CH:26][CH:25]=[CH:24][CH:23]=1)=[O:19].Cl.